From a dataset of Reaction yield outcomes from USPTO patents with 853,638 reactions. Predict the reaction yield, written as a fraction of the theoretical maximum amount of product (1.0 means a 100% yield; for example, 0.34 means a 34% yield). (1) The reactants are [CH3:1][N:2]([CH3:14])[CH2:3][C:4]1[CH:9]=[C:8]([CH3:10])[C:7]([OH:11])=[C:6]([O:12][CH3:13])[CH:5]=1.[CH3:15][I:16]. The catalyst is O1CCOCC1. The product is [I-:16].[CH3:14][N+:2]([CH3:15])([CH3:1])[CH2:3][C:4]1[CH:9]=[C:8]([CH3:10])[C:7]([OH:11])=[C:6]([O:12][CH3:13])[CH:5]=1. The yield is 0.980. (2) The reactants are [CH3:1][O:2][C:3](=[O:77])/[CH:4]=[CH:5]\[CH:6]=[CH:7]\[C@H:8]([CH3:76])[C@@H:9]([O:68][Si:69]([C:72]([CH3:75])([CH3:74])[CH3:73])([CH3:71])[CH3:70])[CH2:10][C@H:11]([O:60][Si:61]([C:64]([CH3:67])([CH3:66])[CH3:65])([CH3:63])[CH3:62])/[CH:12]=[CH:13]\[C@H:14]([CH3:59])[C@H:15]([O:51][Si:52]([C:55]([CH3:58])([CH3:57])[CH3:56])([CH3:54])[CH3:53])[C@H:16]([CH3:50])[CH2:17][C@@H:18]([CH3:49])[CH2:19][CH2:20][C@@H:21]([O:41][Si:42]([C:45]([CH3:48])([CH3:47])[CH3:46])([CH3:44])[CH3:43])[C@H:22]([CH3:40])[C@@H:23]([O:30]CC1C=CC(OC)=CC=1)[C@@H:24]([CH3:29])/[CH:25]=[CH:26]\[CH:27]=[CH2:28].C(Cl)Cl.C(C1C(=O)C(Cl)=C(Cl)C(=O)C=1C#N)#N. The catalyst is O. The product is [CH3:1][O:2][C:3](=[O:77])/[CH:4]=[CH:5]\[CH:6]=[CH:7]\[C@H:8]([CH3:76])[C@@H:9]([O:68][Si:69]([C:72]([CH3:75])([CH3:74])[CH3:73])([CH3:70])[CH3:71])[CH2:10][C@H:11]([O:60][Si:61]([C:64]([CH3:67])([CH3:66])[CH3:65])([CH3:62])[CH3:63])/[CH:12]=[CH:13]\[C@H:14]([CH3:59])[C@H:15]([O:51][Si:52]([C:55]([CH3:56])([CH3:57])[CH3:58])([CH3:54])[CH3:53])[C@H:16]([CH3:50])[CH2:17][C@@H:18]([CH3:49])[CH2:19][CH2:20][C@@H:21]([O:41][Si:42]([C:45]([CH3:46])([CH3:47])[CH3:48])([CH3:43])[CH3:44])[C@H:22]([CH3:40])[C@@H:23]([OH:30])[C@@H:24]([CH3:29])/[CH:25]=[CH:26]\[CH:27]=[CH2:28]. The yield is 0.900. (3) The reactants are [CH2:1]([N:5]1[CH:13]=[C:12]2[C:7]([CH:8]=[CH:9][CH:10]=[CH:11]2)=[N:6]1)[CH2:2][C:3]#[CH:4].[CH2:14]([N:18]1[C:26]2[C:21](=[CH:22][CH:23]=[CH:24][CH:25]=2)[CH:20]=[N:19]1)[CH2:15][C:16]#[CH:17].C1C=CC(P(C2C=CC=CC=2)C2C=CC=CC=2)=CC=1.Br[C:47]1[CH:52]=[CH:51][CH:50]=[CH:49][N:48]=1. The catalyst is CN(C=O)C.[Cu]I.Cl[Pd](Cl)([P](C1C=CC=CC=1)(C1C=CC=CC=1)C1C=CC=CC=1)[P](C1C=CC=CC=1)(C1C=CC=CC=1)C1C=CC=CC=1.CCN(CC)CC. The product is [N:18]1[CH:24]=[CH:23][CH:22]=[CH:21][C:26]=1[C:4]#[C:3][CH2:2][CH2:1][N:5]1[CH:13]=[C:12]2[C:7]([CH:8]=[CH:9][CH:10]=[CH:11]2)=[N:6]1.[N:48]1[CH:49]=[CH:50][CH:51]=[CH:52][C:47]=1[C:17]#[C:16][CH2:15][CH2:14][N:18]1[C:26]2[C:21](=[CH:22][CH:23]=[CH:24][CH:25]=2)[CH:20]=[N:19]1. The yield is 0.0300. (4) The reactants are C([NH:8][C:9]1[C:17]2[O:16][C:15]([CH3:19])([CH3:18])[C:14](=[O:20])[C:13]=2[C:12]([CH3:21])=[C:11]([CH3:22])[C:10]=1[CH3:23])C1C=CC=CC=1. The catalyst is C(OCC)(=O)C.CCCCCC. The product is [NH2:8][C:9]1[C:17]2[O:16][C:15]([CH3:18])([CH3:19])[C:14](=[O:20])[C:13]=2[C:12]([CH3:21])=[C:11]([CH3:22])[C:10]=1[CH3:23]. The yield is 1.00. (5) The reactants are [Cl:1][C:2]1[CH:7]=[CH:6][C:5]([NH:8][C:9]([NH:11][C:12]2[CH:17]=[CH:16][C:15]([O:18][C:19]3[CH:24]=[CH:23][N+:22]([O-])=[CH:21][CH:20]=3)=[CH:14][CH:13]=2)=[O:10])=[CH:4][C:3]=1[C:26]([F:29])([F:28])[F:27].C[Si]([C:34]#[N:35])(C)C.CN(C)C(Cl)=O.C(=O)([O-])[O-].[Na+].[Na+]. The catalyst is CN(C=O)C. The product is [Cl:1][C:2]1[CH:7]=[CH:6][C:5]([NH:8][C:9]([NH:11][C:12]2[CH:17]=[CH:16][C:15]([O:18][C:19]3[CH:24]=[CH:23][N:22]=[C:21]([C:34]#[N:35])[CH:20]=3)=[CH:14][CH:13]=2)=[O:10])=[CH:4][C:3]=1[C:26]([F:29])([F:28])[F:27]. The yield is 0.880. (6) The reactants are [NH2:1][C@:2]12[CH2:37][CH2:36][C@@H:35]([C:38]([CH3:40])=[CH2:39])[C@@H:3]1[C@@H:4]1[C@@:17]([CH3:20])([CH2:18][CH2:19]2)[C@@:16]2([CH3:21])[C@@H:7]([C@:8]3([CH3:34])[C@@H:13]([CH2:14][CH2:15]2)[C:12]([CH3:23])([CH3:22])[C:11]([C:24]2[CH:33]=[CH:32][C:27]([C:28]([O:30]C)=[O:29])=[CH:26][CH:25]=2)=[CH:10][CH2:9]3)[CH2:6][CH2:5]1.CN(C)CCC(N[C@]12CC[C@@H](C(C)=C)[C@@H]1[C@@H]1[C@@](C)(CC2)[C@@]2(C)[C@@H]([C@]3(C)[C@@H](CC2)C(C)(C)C(C2C=CC(C(O)=O)=CC=2)=CC3)CC1)=O.[O:87]=[C:88]1[N:92]([CH2:93][C:94]([OH:96])=O)[C@@H:91]([C:97]2[CH:102]=[CH:101][CH:100]=[CH:99][CH:98]=2)[CH2:90][O:89]1. No catalyst specified. The product is [CH3:20][C@:17]12[C@@:16]3([CH3:21])[C@@H:7]([C@:8]4([CH3:34])[C@@H:13]([CH2:14][CH2:15]3)[C:12]([CH3:22])([CH3:23])[C:11]([C:24]3[CH:33]=[CH:32][C:27]([C:28]([OH:30])=[O:29])=[CH:26][CH:25]=3)=[CH:10][CH2:9]4)[CH2:6][CH2:5][C@@H:4]1[C@H:3]1[C@H:35]([C:38]([CH3:40])=[CH2:39])[CH2:36][CH2:37][C@:2]1([NH:1][C:94](=[O:96])[CH2:93][N:92]1[C@@H:91]([C:97]3[CH:102]=[CH:101][CH:100]=[CH:99][CH:98]=3)[CH2:90][O:89][C:88]1=[O:87])[CH2:19][CH2:18]2. The yield is 0.300.